This data is from Full USPTO retrosynthesis dataset with 1.9M reactions from patents (1976-2016). The task is: Predict the reactants needed to synthesize the given product. (1) Given the product [CH3:10][CH:9]1[C:3]2[CH:4]=[CH:5][S:1][C:2]=2[C:6](=[O:11])[CH:7]1[CH3:8], predict the reactants needed to synthesize it. The reactants are: [S:1]1[CH:5]=[CH:4][CH:3]=[CH:2]1.[C:6](O)(=[O:11])/[C:7](=[CH:9]/[CH3:10])/[CH3:8]. (2) Given the product [F:28][C:16]1[CH:17]=[CH:18][C:19]([NH:21][CH2:22][C:23]2[O:24][CH:25]=[CH:26][CH:27]=2)=[CH:20][C:15]=1[C:12]1([CH3:14])[CH2:11][O:10][CH2:9][C:8]([NH2:7])=[N:13]1, predict the reactants needed to synthesize it. The reactants are: C(OC(=O)[NH:7][C:8]1[CH2:9][O:10][CH2:11][C:12]([C:15]2[CH:20]=[C:19]([NH:21][CH2:22][C:23]3[O:24][CH:25]=[CH:26][CH:27]=3)[CH:18]=[CH:17][C:16]=2[F:28])([CH3:14])[N:13]=1)(C)(C)C.Cl.O1CCOCC1.C(O)(C(F)(F)F)=O. (3) Given the product [Cl:1][C:2]1[N:3]=[C:4]([C:9]([NH:11][C@H:12]2[CH2:17][CH2:16][N:15]([C:18](=[O:24])[C:19]([OH:21])=[O:20])[CH2:14][C@H:13]2[O:25][CH2:26][CH3:27])=[O:10])[NH:5][C:6]=1[CH2:7][CH3:8], predict the reactants needed to synthesize it. The reactants are: [Cl:1][C:2]1[N:3]=[C:4]([C:9]([NH:11][C@H:12]2[CH2:17][CH2:16][N:15]([C:18](=[O:24])[C:19]([O:21]CC)=[O:20])[CH2:14][C@H:13]2[O:25][CH2:26][CH3:27])=[O:10])[NH:5][C:6]=1[CH2:7][CH3:8].[OH-].[Na+].Cl. (4) Given the product [P:23]([O:25][CH2:26][C:27]1[CH:32]=[CH:31][CH:30]=[CH:29][CH:28]=1)([O:33][CH2:34][C:35]1[CH:40]=[CH:39][CH:38]=[CH:37][CH:36]=1)([O:41][CH2:3][O:4][C:5]1[CH:10]=[CH:9][C:8]([NH:11][C:12](=[O:14])[CH3:13])=[CH:7][CH:6]=1)=[O:24], predict the reactants needed to synthesize it. The reactants are: CS[CH2:3][O:4][C:5]1[CH:10]=[CH:9][C:8]([NH:11][C:12](=[O:14])[CH3:13])=[CH:7][CH:6]=1.IN1C(=O)CCC1=O.[P:23]([O-:41])([O:33][CH2:34][C:35]1[CH:40]=[CH:39][CH:38]=[CH:37][CH:36]=1)([O:25][CH2:26][C:27]1[CH:32]=[CH:31][CH:30]=[CH:29][CH:28]=1)=[O:24]. (5) The reactants are: [Cl:1][C:2]1[CH:3]=[C:4]([NH:8][C:9]2[N:14]=[C:13]([CH:15]3[CH2:17][CH2:16]3)[C:12]([CH:18]=O)=[CH:11][N:10]=2)[CH:5]=[CH:6][CH:7]=1.[NH2:20][CH:21]1[CH2:24][CH2:23][CH2:22]1.C(O)(=O)C.C([BH3-])#N. Given the product [Cl:1][C:2]1[CH:3]=[C:4]([NH:8][C:9]2[N:14]=[C:13]([CH:15]3[CH2:17][CH2:16]3)[C:12]([CH2:18][NH:20][CH:21]3[CH2:24][CH2:23][CH2:22]3)=[CH:11][N:10]=2)[CH:5]=[CH:6][CH:7]=1, predict the reactants needed to synthesize it. (6) Given the product [F:11][C:12]1[CH:13]=[C:14]([CH:17]=[C:18]([F:20])[CH:19]=1)[CH2:15][N:10]([CH2:15][C:14]1[CH:13]=[C:12]([F:11])[CH:19]=[C:18]([F:20])[CH:17]=1)[C:8]1[CH:7]=[CH:6][C:5]2[NH:1][CH:2]=[N:3][C:4]=2[CH:9]=1, predict the reactants needed to synthesize it. The reactants are: [N:1]1[C:5]2[CH:6]=[CH:7][C:8]([NH2:10])=[CH:9][C:4]=2[NH:3][CH:2]=1.[F:11][C:12]1[CH:13]=[C:14]([CH:17]=[C:18]([F:20])[CH:19]=1)[CH2:15]Br.C([O-])([O-])=O.[K+].[K+].